This data is from Drug-target binding data from BindingDB using IC50 measurements. The task is: Regression. Given a target protein amino acid sequence and a drug SMILES string, predict the binding affinity score between them. We predict pIC50 (pIC50 = -log10(IC50 in M); higher means more potent). Dataset: bindingdb_ic50. (1) The drug is CC(C)[C@@H]1CC[C@@H](C)C[C@H]1NC(=O)Oc1cccc(C(F)(F)F)c1. The target protein (Q8R455) has sequence MSFEGARLSMRSRRNGTLGSTRTLYSSVSRSTDVSYSESDLVNFIQANFKKRECVFFTRDSKAMESICKCGYAQSQHIEGTQINQNEKWNYKKHTKEFPTDAFGDIQFETLGKKGKYLRLSCDTDSETLYELLTQHWHLKTPNLVISVTGGAKNFALKPRMRKIFSRLIYIAQSKGAWILTGGTHYGLMKYIGEVVRDNTISRNSEENIVAIGIAAWGMVSNRDTLIRNCDDEGHFSAQYIMDDFMRDPLYILDNNHTHLLLVDNGCHGHPTVEAKLRNQLEKYISERTSQDSNYGGKIPIVCFAQGGGRETLKAINTSVKSKIPCVVVEGSGQIADVIASLVEVEDVLTSSMVKEKLVRFLPRTVSRLPEEEIESWIKWLKEILESPHLLTVIKMEEAGDEVVSSAISYALYKAFSTNEQDKDNWNGQLKLLLEWNQLDLASDEIFTNDRRWESADLQEVMFTALIKDRPKFVRLFLENGLNLQKFLTNEVLTELFSTH.... The pIC50 is 6.2. (2) The small molecule is CCN(C(=O)Cn1c(C(=O)N[C@H]2CC[C@H](C(=O)OC)CC2)cc2ccsc21)c1cccc(C)c1. The target protein (Q9GV45) has sequence MAYSTLFIIALTAVVTQASSTQKSNLTFTLADFVGDWQQTAGYNQDQVLEQGGLSSLFQALGVSVTPIQKVVLSGENGLKADIHVIIPYEGLSGFQMGLIEMIFKVVYPVDDHHFKIILHYGTLVIDGVTPNMIDYFGRPYPGIAVFDGKQITVTGTLWNGNKIYDERLINPDGSLLFRVTINGVTGWRLCENILA. The pIC50 is 6.2. (3) The compound is c1ccc2c[n+](CCCCCc3cc(CCCCC[n+]4ccc5ccccc5c4)c(CCCCC[n+]4ccc5ccccc5c4)cc3CCCCC[n+]3ccc4ccccc4c3)ccc2c1. The target protein (P43143) has sequence MLNGWGRGDLRSGLCLWICGFLAFFKGSRGCVSEEQLFHTLFAHYNRFIRPVENVSDPVTVHFELAITQLANVDEVNQIMETNLWLRHVWKDYRLCWDPTEYDGIETLRVPADNIWKPDIVLYNNAVGDFQVEGKTKALLKYDGVITWTPPAIFKSSCPMDITFFPFDHQNCSLKFGSWTYDKAEIDLLIIGSKVDMNDFWENSEWEIVDASGYKHDIKYNCCEEIYTDITYSFYIRRLPMFYTINLIIPCLFISFLTVLVFYLPSDCGEKVTLCISVLLSLTVFLLVITETIPSTSLVIPLVGEYLLFTMIFVTLSIVVTVFVLNIHYRTPATHTMPKWVKTMFLQVFPSILMMRRPLDKTKEMDGVKDPKTHTKRPAKVKFTHRKEPKLLKECRHCHKSSEIAPGKRLSQQPAQWVTENSEHPPDVEDVIDSVQFIAENMKSHNETKEVEDDWKYMAMVVDRVFLWVFIIVCVFGTVGLFLQPLLGNTGAS. The pIC50 is 7.2. (4) The small molecule is O=S(=O)(Nc1nccs1)c1cc(Cl)c(NCC23CC4CC(CC(O)(C4)C2)C3)cc1F. The target protein (Q14524) has sequence MANFLLPRGTSSFRRFTRESLAAIEKRMAEKQARGSTTLQESREGLPEEEAPRPQLDLQASKKLPDLYGNPPQELIGEPLEDLDPFYSTQKTFIVLNKGKTIFRFSATNALYVLSPFHPIRRAAVKILVHSLFNMLIMCTILTNCVFMAQHDPPPWTKYVEYTFTAIYTFESLVKILARGFCLHAFTFLRDPWNWLDFSVIIMAYTTEFVDLGNVSALRTFRVLRALKTISVISGLKTIVGALIQSVKKLADVMVLTVFCLSVFALIGLQLFMGNLRHKCVRNFTALNGTNGSVEADGLVWESLDLYLSDPENYLLKNGTSDVLLCGNSSDAGTCPEGYRCLKAGENPDHGYTSFDSFAWAFLALFRLMTQDCWERLYQQTLRSAGKIYMIFFMLVIFLGSFYLVNLILAVVAMAYEEQNQATIAETEEKEKRFQEAMEMLKKEHEALTIRGVDTVSRSSLEMSPLAPVNSHERRSKRRKRMSSGTEECGEDRLPKSDSE.... The pIC50 is 6.6. (5) The compound is CN(CC(=O)c1c(-c2ccccc2)[nH]c2ccccc12)CC(=O)N1CCOCC1. The target protein (Q8K4Z6) has sequence MALLITVVTCFMIILDTSQSCHTPDDFVAITSPGHIMIGGLFAIHEKMLSSDDHPRRPQIQKCAGFEISVFLQTLAMIHSIEMINNSTLLSGVKLGYEIYDTCTEVTAAMAATLRFLSKFNCSRETVVFQCDYSSYMPRVKAVIGAGYSETSIAVSRMLNLQLMPQVSYESTAEILSDKIRFPSFLRTVPSDFYQTKAMAHLIRQSGWNWIGAITTDDDYGRLALNTFAIQAAENNVCIAFKEVLPAFLSDNTIEVRINQTLEKIIAEAQVNVIVVFLRKFHVFNLFTKAIERKISKIWIASDNWSTATKIITIPNVKKLGKVVGFAFRRGNTSSFHSFLQTLHMYPNDNNKPLHEFAMLVSACKYIKDGDLSQCISNYSQATLTYDTTKTIENHLFKRNDFLWHYTEPGLIYSIQLAVFALGHAIRDLCQARDCKKPNAFQPWELLAVLKNVTFTDGRNSFHFDAHGDLNTGYDVVLWKETNGLMTVTKMAEYDLQRDV.... The pIC50 is 4.7.